This data is from Catalyst prediction with 721,799 reactions and 888 catalyst types from USPTO. The task is: Predict which catalyst facilitates the given reaction. (1) Reactant: [Cl:1][C:2]1([C:5]([OH:7])=[O:6])[CH2:4][CH2:3]1.[F:8][C:9]1[C:14]([F:15])=[C:13]([F:16])[C:12]([F:17])=[C:11]([F:18])[C:10]=1O. Product: [Cl:1][C:2]1([C:5]([O:7][C:10]2[C:11]([F:18])=[C:12]([F:17])[C:13]([F:16])=[C:14]([F:15])[C:9]=2[F:8])=[O:6])[CH2:4][CH2:3]1. The catalyst class is: 808. (2) Product: [Cl:29][C:30]1[CH:31]=[CH:32][C:33]([C:36]([NH:1][C:2]2[CH:3]=[C:4]3[C:24](=[CH:25][CH:26]=2)[O:23][C:22]([CH3:28])([CH3:27])[C:18]2([CH2:21][O:20][CH2:19]2)[C:5]23[CH2:9][O:8][C:7]([NH:10][C:11](=[O:17])[O:12][C:13]([CH3:16])([CH3:14])[CH3:15])=[N:6]2)=[O:37])=[N:34][CH:35]=1. The catalyst class is: 2. Reactant: [NH2:1][C:2]1[CH:3]=[C:4]2[C:24](=[CH:25][CH:26]=1)[O:23][C:22]([CH3:28])([CH3:27])[C:18]1([CH2:21][O:20][CH2:19]1)[C:5]12[CH2:9][O:8][C:7]([NH:10][C:11](=[O:17])[O:12][C:13]([CH3:16])([CH3:15])[CH3:14])=[N:6]1.[Cl:29][C:30]1[CH:31]=[CH:32][C:33]([C:36](O)=[O:37])=[N:34][CH:35]=1.Cl.CN(C)CCCN=C=NCC.ON1C2C=CC=CC=2N=N1.C(N(CC)C(C)C)(C)C. (3) Reactant: [F:1][C:2]1[CH:7]=[CH:6][C:5]([C:8]2[CH2:13][CH2:12][CH2:11][C:10](=[O:14])[CH:9]=2)=[CH:4][CH:3]=1.C[Si](C)(C)[N-][Si](C)(C)C.[Li+].[C:25](OC)(=[O:30])[C:26]([O:28][CH3:29])=[O:27]. Product: [F:1][C:2]1[CH:3]=[CH:4][C:5]([C:8]2[CH2:13][CH2:12][CH:11]([C:25](=[O:30])[C:26]([O:28][CH3:29])=[O:27])[C:10](=[O:14])[CH:9]=2)=[CH:6][CH:7]=1. The catalyst class is: 28. (4) Reactant: [CH2:1]([N:8]1[CH2:12][C@H:11]([C:13]2[CH:18]=[CH:17][C:16]([Cl:19])=[CH:15][CH:14]=2)[C@:10]([NH:21][C:22](=O)OC(C)(C)C)([CH3:20])[CH2:9]1)[C:2]1[CH:7]=[CH:6][CH:5]=[CH:4][CH:3]=1.CC(C)([O-])C.[K+].S(OC)(OC)(=O)=O.C(O)(C(F)(F)F)=O.CCN(C(C)C)C(C)C.Cl[C:59]([O:61][C:62]1[CH:67]=[CH:66][C:65]([F:68])=[CH:64][CH:63]=1)=[O:60]. Product: [F:68][C:65]1[CH:66]=[CH:67][C:62]([O:61][C:59](=[O:60])[N:21]([C@:10]2([CH3:20])[C@@H:11]([C:13]3[CH:18]=[CH:17][C:16]([Cl:19])=[CH:15][CH:14]=3)[CH2:12][N:8]([CH2:1][C:2]3[CH:7]=[CH:6][CH:5]=[CH:4][CH:3]=3)[CH2:9]2)[CH3:22])=[CH:63][CH:64]=1. The catalyst class is: 16. (5) The catalyst class is: 7. Product: [CH3:1][O:2][C:3]1[N:8]=[CH:7][C:6]([C:9]2([CH2:15][CH2:16][OH:17])[CH2:13][CH2:12][NH:11][CH2:10]2)=[CH:5][CH:4]=1. Reactant: [CH3:1][O:2][C:3]1[N:8]=[CH:7][C:6]([C:9]2([CH2:15][C:16](OCC)=[O:17])[CH2:13][C:12](=O)[NH:11][CH2:10]2)=[CH:5][CH:4]=1.[H-].[Al+3].[Li+].[H-].[H-].[H-].S([O-])([O-])(=O)=O.[Na+].[Na+].